The task is: Regression. Given two drug SMILES strings and cell line genomic features, predict the synergy score measuring deviation from expected non-interaction effect.. This data is from NCI-60 drug combinations with 297,098 pairs across 59 cell lines. (1) Drug 1: CCC1=C2CN3C(=CC4=C(C3=O)COC(=O)C4(CC)O)C2=NC5=C1C=C(C=C5)O. Drug 2: C1=NC2=C(N1)C(=S)N=CN2. Cell line: HT29. Synergy scores: CSS=39.8, Synergy_ZIP=-9.29, Synergy_Bliss=-3.35, Synergy_Loewe=-2.40, Synergy_HSA=-2.02. (2) Drug 1: C1=CC(=CC=C1CC(C(=O)O)N)N(CCCl)CCCl.Cl. Drug 2: COCCOC1=C(C=C2C(=C1)C(=NC=N2)NC3=CC=CC(=C3)C#C)OCCOC.Cl. Cell line: T-47D. Synergy scores: CSS=6.84, Synergy_ZIP=-4.77, Synergy_Bliss=-0.0734, Synergy_Loewe=-2.66, Synergy_HSA=-2.57.